From a dataset of NCI-60 drug combinations with 297,098 pairs across 59 cell lines. Regression. Given two drug SMILES strings and cell line genomic features, predict the synergy score measuring deviation from expected non-interaction effect. Drug 1: C1C(C(OC1N2C=C(C(=O)NC2=O)F)CO)O. Drug 2: CC1=C2C(C(=O)C3(C(CC4C(C3C(C(C2(C)C)(CC1OC(=O)C(C(C5=CC=CC=C5)NC(=O)C6=CC=CC=C6)O)O)OC(=O)C7=CC=CC=C7)(CO4)OC(=O)C)O)C)OC(=O)C. Cell line: HL-60(TB). Synergy scores: CSS=25.2, Synergy_ZIP=-0.944, Synergy_Bliss=-3.79, Synergy_Loewe=-25.5, Synergy_HSA=-10.3.